Dataset: Retrosynthesis with 50K atom-mapped reactions and 10 reaction types from USPTO. Task: Predict the reactants needed to synthesize the given product. (1) Given the product C=CCCCCC[C@H](NC(=O)OC(C)(C)C)C(=O)N1C[C@H](Oc2nc(-c3ccccn3)nc3ccsc23)C[C@H]1C(=O)N[C@]1(C(=O)OC)C[C@H]1C=C, predict the reactants needed to synthesize it. The reactants are: C=CCCCCC[C@H](NC(=O)OC(C)(C)C)C(=O)O.C=C[C@@H]1C[C@]1(NC(=O)[C@@H]1C[C@@H](Oc2nc(-c3ccccn3)nc3ccsc23)CN1)C(=O)OC. (2) Given the product Nc1c(Br)cc(C(O)CNC2CC2)cc1C(F)(F)F, predict the reactants needed to synthesize it. The reactants are: Nc1c(Br)cc(C(=O)CNC2CC2)cc1C(F)(F)F. (3) Given the product C[C@H](O)c1ccccc1, predict the reactants needed to synthesize it. The reactants are: CC(=O)OC(C)c1ccccc1. (4) Given the product CCOC(=O)C1CNCCN1, predict the reactants needed to synthesize it. The reactants are: CCO.O=C(O)C1CNCCN1. (5) The reactants are: C=CC(C)(C)C(NC(=O)OC(C)(C)C)C(=O)O.C=CCNc1ccccc1. Given the product C=CCN(C(=O)C(NC(=O)OC(C)(C)C)C(C)(C)C=C)c1ccccc1, predict the reactants needed to synthesize it. (6) Given the product COCCOCCOCCNC(=O)CN(CC(=O)NCCOCCOCCOC)C(=O)CCC(=O)NC(=O)Cc1ccc(CCCCc2ccccc2)cc1, predict the reactants needed to synthesize it. The reactants are: COCCOCCOCCNC(=O)CNCC(=O)NCCOCCOCCOC.O=C(O)CCC(=O)NC(=O)Cc1ccc(CCCCc2ccccc2)cc1. (7) Given the product COCN(c1cc(Cl)cnc1C(=O)c1ccccc1NS(C)(=O)=O)S(=O)(=O)c1ccc(Cl)c(C(F)(F)F)c1, predict the reactants needed to synthesize it. The reactants are: COCN(c1cc(Cl)cnc1C(=O)c1ccccc1N)S(=O)(=O)c1ccc(Cl)c(C(F)(F)F)c1.CS(=O)(=O)Cl. (8) Given the product O=[N+]([O-])c1cccc(/C=C/c2csc(C3CCC3)n2)c1, predict the reactants needed to synthesize it. The reactants are: O=Cc1cccc([N+](=O)[O-])c1.c1ccc([P+](Cc2csc(C3CCC3)n2)(c2ccccc2)c2ccccc2)cc1. (9) Given the product CN(C)CC1CCCCC1(O)c1cccc(C(=O)O)c1, predict the reactants needed to synthesize it. The reactants are: COC(=O)c1cccc(C2(O)CCCCC2CN(C)C)c1.